Dataset: Reaction yield outcomes from USPTO patents with 853,638 reactions. Task: Predict the reaction yield, written as a fraction of the theoretical maximum amount of product (1.0 means a 100% yield; for example, 0.34 means a 34% yield). (1) The reactants are [CH3:1][O:2][C:3](=[O:14])[C:4]1[CH:9]=[CH:8][C:7](Br)=[CH:6][C:5]=1[N+]([O-])=O.C([Sn](CCCC)(CCCC)[CH:20]=[CH:21][O:22][CH2:23][CH3:24])CCC.O.CCOC(C)=O. The catalyst is O1CCOCC1. The product is [CH3:1][O:2][C:3](=[O:14])[C:4]1[CH:9]=[CH:8][C:7]([C:21]([O:22][CH2:23][CH3:24])=[CH2:20])=[CH:6][CH:5]=1. The yield is 0.790. (2) The reactants are C([N:8]1[CH2:13][CH2:12][Si:11]([CH3:15])([CH3:14])[CH2:10][CH2:9]1)C1C=CC=CC=1.[ClH:16]. The catalyst is CCO. The product is [ClH:16].[CH3:14][Si:11]1([CH3:15])[CH2:12][CH2:13][NH:8][CH2:9][CH2:10]1. The yield is 0.700. (3) The catalyst is C1COCC1.CN(P(N(C)C)(N(C)C)=O)C. The product is [CH2:24]1[CH2:1][CH2:18][C:17]([CH2:9][NH2:6])([CH2:16][C:15]([OH:14])=[O:25])[CH2:21][CH2:22]1. The reactants are [CH2:1]([Li])CCC.[N+:6]([CH3:9])([O-])=O.C([O:14][C:15](=[O:25])[CH2:16][CH:17]([CH2:21][CH:22]([CH3:24])C)[C:18](O)=O)(C)(C)C. The yield is 0.430.